From a dataset of Reaction yield outcomes from USPTO patents with 853,638 reactions. Predict the reaction yield, written as a fraction of the theoretical maximum amount of product (1.0 means a 100% yield; for example, 0.34 means a 34% yield). (1) The reactants are [CH:1]1([CH:4]([OH:45])[CH2:5][O:6][C@H:7]2[CH2:12][CH2:11][C@H:10]([N:13]3[C:18](=[O:19])[C:17]([CH2:20][C:21]4[CH:26]=[CH:25][C:24]([C:27]5[CH:32]=[CH:31][CH:30]=[CH:29][C:28]=5[C:33]5[NH:37][C:36](=[O:38])[O:35][N:34]=5)=[CH:23][CH:22]=4)=[C:16]([CH2:39][CH2:40][CH3:41])[N:15]4[N:42]=[CH:43][CH:44]=[C:14]34)[CH2:9][CH2:8]2)[CH2:3][CH2:2]1.CC(OI1(OC(C)=O)(OC(C)=O)OC(=O)C2C1=CC=CC=2)=O.C(OCC)(=O)C.S([O-])([O-])(=O)=S.[Na+].[Na+]. The catalyst is C(Cl)Cl.O. The product is [CH:1]1([C:4](=[O:45])[CH2:5][O:6][C@H:7]2[CH2:8][CH2:9][C@H:10]([N:13]3[C:18](=[O:19])[C:17]([CH2:20][C:21]4[CH:26]=[CH:25][C:24]([C:27]5[CH:32]=[CH:31][CH:30]=[CH:29][C:28]=5[C:33]5[NH:37][C:36](=[O:38])[O:35][N:34]=5)=[CH:23][CH:22]=4)=[C:16]([CH2:39][CH2:40][CH3:41])[N:15]4[N:42]=[CH:43][CH:44]=[C:14]34)[CH2:11][CH2:12]2)[CH2:2][CH2:3]1. The yield is 0.830. (2) The reactants are F[C:2]1[CH:7]=[C:6]([F:8])[CH:5]=[C:4]([F:9])[C:3]=1[N+:10]([O-:12])=[O:11].[CH:13]1([C:16]2[NH:20][N:19]=[C:18]([NH2:21])[CH:17]=2)[CH2:15][CH2:14]1.CCN(C(C)C)C(C)C. The catalyst is C1COCC1. The product is [CH:13]1([C:16]2[NH:20][N:19]=[C:18]([NH:21][C:2]3[CH:7]=[C:6]([F:8])[CH:5]=[C:4]([F:9])[C:3]=3[N+:10]([O-:12])=[O:11])[CH:17]=2)[CH2:15][CH2:14]1. The yield is 0.620. (3) The product is [CH3:2][O:3][CH2:4][CH2:34][C:33]1[CH:36]=[CH:37][C:38]([F:39])=[C:31]([F:30])[CH:32]=1. The reactants are [Cl-].[CH3:2][O:3][CH2:4][P+](C1C=CC=CC=1)(C1C=CC=CC=1)C1C=CC=CC=1.CC(C)([O-])C.[K+].[F:30][C:31]1[CH:32]=[C:33]([CH:36]=[CH:37][C:38]=1[F:39])[CH:34]=O.O. The yield is 0.910. The catalyst is C1COCC1.CCCCCCC. (4) The reactants are [Cl:1][C:2]1[CH:7]=[C:6]([N+:8]([O-])=O)[CH:5]=[CH:4][C:3]=1[OH:11].[CH2:12](Br)[C:13]1[CH:18]=[CH:17][CH:16]=[CH:15][CH:14]=1.C([O-])([O-])=O.[K+].[K+]. The catalyst is CN(C=O)C. The product is [Cl:1][C:2]1[CH:7]=[C:6]([CH:5]=[CH:4][C:3]=1[O:11][CH2:12][C:13]1[CH:18]=[CH:17][CH:16]=[CH:15][CH:14]=1)[NH2:8]. The yield is 0.730.